From a dataset of Reaction yield outcomes from USPTO patents with 853,638 reactions. Predict the reaction yield, written as a fraction of the theoretical maximum amount of product (1.0 means a 100% yield; for example, 0.34 means a 34% yield). (1) The reactants are [CH3:1][O:2][C:3]1[CH:12]=[C:11]([O:13][CH3:14])[CH:10]=[C:9]2[C:4]=1[C:5](=[O:31])[NH:6][C:7]([C:15]1[CH:20]=[CH:19][C:18]([O:21][CH3:22])=[CH:17][C:16]=1[S:23][CH:24]1[CH2:29][CH2:28][N:27]([CH3:30])[CH2:26][CH2:25]1)=[N:8]2.[OH2:32]. The catalyst is CO. The product is [CH3:1][O:2][C:3]1[CH:12]=[C:11]([O:13][CH3:14])[CH:10]=[C:9]2[C:4]=1[C:5](=[O:31])[NH:6][C:7]([C:15]1[CH:20]=[CH:19][C:18]([O:21][CH3:22])=[CH:17][C:16]=1[S:23]([CH:24]1[CH2:25][CH2:26][N:27]([CH3:30])[CH2:28][CH2:29]1)=[O:32])=[N:8]2. The yield is 0.340. (2) The reactants are [CH3:1][C:2]1[C:10]([C:11]([F:14])([F:13])[F:12])=[CH:9][CH:8]=[CH:7][C:3]=1[C:4]([OH:6])=[O:5].S(=O)(=O)(O)O.[OH-].[Na+].[CH3:22]O. No catalyst specified. The product is [CH3:1][C:2]1[C:10]([C:11]([F:12])([F:13])[F:14])=[CH:9][CH:8]=[CH:7][C:3]=1[C:4]([O:6][CH3:22])=[O:5]. The yield is 0.880. (3) The reactants are [CH2:1]([O:8][C:9]([N:11]1[CH2:16][CH2:15][CH:14]([NH:17][C:18]2[CH:23]=[CH:22][C:21]([F:24])=[C:20]([F:25])[CH:19]=2)[CH2:13][CH2:12]1)=[O:10])[C:2]1[CH:7]=[CH:6][CH:5]=[CH:4][CH:3]=1.C(N(CC)CC)C.[C:33](Cl)(=[O:36])[CH2:34][CH3:35]. The catalyst is ClCCl. The product is [CH2:1]([O:8][C:9]([N:11]1[CH2:12][CH2:13][CH:14]([N:17]([C:18]2[CH:23]=[CH:22][C:21]([F:24])=[C:20]([F:25])[CH:19]=2)[C:33](=[O:36])[CH2:34][CH3:35])[CH2:15][CH2:16]1)=[O:10])[C:2]1[CH:3]=[CH:4][CH:5]=[CH:6][CH:7]=1. The yield is 0.390. (4) The reactants are C(Cl)CCl.C1C=CC2N(O)N=NC=2C=1.C(N(CC)CC)C.[N+:22]([C:25]1[C:26]([C:30]([OH:32])=O)=[N:27][NH:28][CH:29]=1)([O-:24])=[O:23].Cl.Cl.[CH3:35][O:36][C:37]1[CH:38]=[C:39]([NH2:46])[C:40]([NH2:45])=[CH:41][C:42]=1[O:43][CH3:44]. The catalyst is CN(C=O)C. The product is [NH2:45][C:40]1[CH:41]=[C:42]([O:43][CH3:44])[C:37]([O:36][CH3:35])=[CH:38][C:39]=1[NH:46][C:30]([C:26]1[C:25]([N+:22]([O-:24])=[O:23])=[CH:29][NH:28][N:27]=1)=[O:32]. The yield is 0.360. (5) The reactants are [CH3:1][C:2]1[CH:3]=[C:4]([CH:7]=[C:8]([CH3:10])[CH:9]=1)[CH:5]=O.[OH:11][C:12]1[CH:17]=[CH:16][C:15]([CH2:18][C:19]([OH:21])=[O:20])=[CH:14][CH:13]=1.C([O-])(=O)C.[K+].C(OC(=O)C)(=O)C. The catalyst is O. The product is [CH3:1][C:2]1[CH:3]=[C:4]([CH:5]=[C:18]([C:15]2[CH:16]=[CH:17][C:12]([OH:11])=[CH:13][CH:14]=2)[C:19]([OH:21])=[O:20])[CH:7]=[C:8]([CH3:10])[CH:9]=1. The yield is 0.420. (6) The product is [Cl:1][C:2]1[CH:3]=[CH:4][C:5]([N:16]2[CH:20]=[C:19]([Cl:21])[N:18]=[N:17]2)=[C:6]([C:8]2[C:13]([CH3:23])=[C:12]([O:14][CH3:15])[N:11]=[CH:10][N:9]=2)[CH:7]=1. No catalyst specified. The reactants are [Cl:1][C:2]1[CH:3]=[CH:4][C:5]([N:16]2[CH:20]=[C:19]([Cl:21])[N:18]=[N:17]2)=[C:6]([C:8]2[CH:13]=[C:12]([O:14][CH3:15])[N:11]=[CH:10][N:9]=2)[CH:7]=1.Cl[C:23]1C=CC(N2C=C([Si](C)(C)C)N=N2)=C(C2C(C)=C(OC)N=CN=2)C=1. The yield is 0.460.